This data is from Full USPTO retrosynthesis dataset with 1.9M reactions from patents (1976-2016). The task is: Predict the reactants needed to synthesize the given product. (1) Given the product [CH2:12]([NH:19][CH:8]1[CH2:9][CH2:10][N:5]([C:1]([CH3:4])([CH3:3])[CH3:2])[CH2:6][CH2:7]1)[C:13]1[CH:18]=[CH:17][CH:16]=[CH:15][CH:14]=1, predict the reactants needed to synthesize it. The reactants are: [C:1]([N:5]1[CH2:10][CH2:9][C:8](=O)[CH2:7][CH2:6]1)([CH3:4])([CH3:3])[CH3:2].[CH2:12]([NH2:19])[C:13]1[CH:18]=[CH:17][CH:16]=[CH:15][CH:14]=1.C(O[BH-](OC(=O)C)OC(=O)C)(=O)C.[Na+]. (2) Given the product [N:10]1([CH:15]2[CH2:20][CH2:19][N:18]([C:2]3[CH:9]=[CH:8][C:5]([CH:6]=[O:7])=[CH:4][CH:3]=3)[CH2:17][CH2:16]2)[CH2:14][CH2:13][CH2:12][CH2:11]1, predict the reactants needed to synthesize it. The reactants are: Br[C:2]1[CH:9]=[CH:8][C:5]([CH:6]=[O:7])=[CH:4][CH:3]=1.[N:10]1([CH:15]2[CH2:20][CH2:19][NH:18][CH2:17][CH2:16]2)[CH2:14][CH2:13][CH2:12][CH2:11]1.C(=O)([O-])[O-].[Cs+].[Cs+]. (3) Given the product [Br:1][C:2]1[CH:7]=[CH:6][CH:5]=[CH:4][C:3]=1[S:8][CH2:16][C:17]#[N:18], predict the reactants needed to synthesize it. The reactants are: [Br:1][C:2]1[CH:7]=[CH:6][CH:5]=[CH:4][C:3]=1[SH:8].C([O-])([O-])=O.[K+].[K+].Cl[CH2:16][C:17]#[N:18].O. (4) Given the product [CH2:9]1[C:13]2[C:14]3[CH2:20][CH2:19][CH2:18][CH2:17][C:15]=3[S:16][C:12]=2[C:11](=[N:2][OH:3])[CH2:10]1, predict the reactants needed to synthesize it. The reactants are: Cl.[NH2:2][OH:3].C([O-])(=O)C.[Na+].[CH2:9]1[C:13]2[C:14]3[CH2:20][CH2:19][CH2:18][CH2:17][C:15]=3[S:16][C:12]=2[C:11](=O)[CH2:10]1.